Dataset: Reaction yield outcomes from USPTO patents with 853,638 reactions. Task: Predict the reaction yield, written as a fraction of the theoretical maximum amount of product (1.0 means a 100% yield; for example, 0.34 means a 34% yield). (1) The reactants are [NH2:1][C:2]1[CH:7]=[C:6]([N+:8]([O-:10])=[O:9])[CH:5]=[CH:4][C:3]=1[CH:11]=[CH:12][C:13]([O:15][CH3:16])=[O:14].[Cl:17][C:18]1[CH:28]=[C:27]([F:29])[C:26]([F:30])=[CH:25][C:19]=1[C:20]([N:22]=[C:23]=[O:24])=[O:21]. The catalyst is C(#N)C. The product is [Cl:17][C:18]1[CH:28]=[C:27]([F:29])[C:26]([F:30])=[CH:25][C:19]=1[C:20]([NH:22][C:23](=[O:24])[NH:1][C:2]1[CH:7]=[C:6]([N+:8]([O-:10])=[O:9])[CH:5]=[CH:4][C:3]=1[CH:11]=[CH:12][C:13]([O:15][CH3:16])=[O:14])=[O:21]. The yield is 0.960. (2) The reactants are [C:1]1([N:7]2[C:11](=[O:12])[C:10]3=[CH:13][C:14]([C:17](Cl)=[O:18])=[CH:15][CH:16]=[C:9]3[C:8]2=[O:20])[CH:6]=[CH:5][CH:4]=[CH:3][CH:2]=1.[CH3:21][OH:22]. No catalyst specified. The product is [C:1]1([N:7]2[C:11](=[O:12])[C:10]3=[CH:13][C:14]([C:17]([O:22][CH3:21])=[O:18])=[CH:15][CH:16]=[C:9]3[C:8]2=[O:20])[CH:6]=[CH:5][CH:4]=[CH:3][CH:2]=1. The yield is 0.947. (3) The reactants are C(N(CC)CC)C.[CH3:8][CH:9]([SH:11])[CH3:10].Cl[CH2:13][C:14]1[C:23]([OH:24])=[CH:22][CH:21]=[C:20]2[C:15]=1[CH2:16][CH2:17][CH2:18][C:19]2=[O:25]. The catalyst is O1CCCC1.C(OCC)(=O)C. The product is [OH:24][C:23]1[C:14]([CH2:13][S:11][CH:9]([CH3:10])[CH3:8])=[C:15]2[C:20](=[CH:21][CH:22]=1)[C:19](=[O:25])[CH2:18][CH2:17][CH2:16]2. The yield is 0.694. (4) The reactants are Cl[C:2]1[C:11]([CH:12]=[O:13])=[CH:10][C:9]2[C:4](=[CH:5][CH:6]=[C:7]([O:14][CH2:15][CH:16]3[CH2:18][CH2:17]3)[CH:8]=2)[N:3]=1.[NH2:19][CH2:20][CH2:21][NH:22][C:23](=[O:25])[CH3:24]. The catalyst is C1COCC1. The product is [CH:16]1([CH2:15][O:14][C:7]2[CH:8]=[C:9]3[C:4](=[CH:5][CH:6]=2)[N:3]=[C:2]([NH:19][CH2:20][CH2:21][NH:22][C:23](=[O:25])[CH3:24])[C:11]([CH:12]=[O:13])=[CH:10]3)[CH2:18][CH2:17]1. The yield is 0.380. (5) The reactants are [C:1]([C:3]1[C:8]2[N:9]=[N:10][N:11]([CH3:12])[C:7]=2[CH:6]=[C:5]([C:13]2[CH:14]=[C:15]([C:35]([F:38])([F:37])[F:36])[C:16]([O:19][CH2:20][CH2:21][CH:22]3[CH2:27][CH2:26][N:25](C(OC(C)(C)C)=O)[CH2:24][CH2:23]3)=[N:17][CH:18]=2)[N:4]=1)#[N:2].[F:39][C:40]([F:45])([F:44])[C:41]([OH:43])=[O:42]. The catalyst is ClCCl.C(#N)C. The product is [F:39][C:40]([F:45])([F:44])[C:41]([OH:43])=[O:42].[CH3:12][N:11]1[C:7]2[CH:6]=[C:5]([C:13]3[CH:18]=[N:17][C:16]([O:19][CH2:20][CH2:21][CH:22]4[CH2:27][CH2:26][NH:25][CH2:24][CH2:23]4)=[C:15]([C:35]([F:36])([F:37])[F:38])[CH:14]=3)[N:4]=[C:3]([C:1]#[N:2])[C:8]=2[N:9]=[N:10]1. The yield is 0.780. (6) The reactants are C(OC([N:8](C(OC(C)(C)C)=O)[C:9]1[N:14]=[CH:13][C:12]([C:15]2[CH:20]=[CH:19][CH:18]=[CH:17][C:16]=2[S:21]([CH3:24])(=[O:23])=[O:22])=[CH:11][N:10]=1)=O)(C)(C)C.[ClH:32].O1CCOCC1. No catalyst specified. The product is [ClH:32].[NH2:8][C:9]1[N:10]=[CH:11][C:12]([C:15]2[CH:20]=[CH:19][CH:18]=[CH:17][C:16]=2[S:21]([CH3:24])(=[O:23])=[O:22])=[CH:13][N:14]=1. The yield is 0.950.